Dataset: Full USPTO retrosynthesis dataset with 1.9M reactions from patents (1976-2016). Task: Predict the reactants needed to synthesize the given product. (1) Given the product [CH3:1][C:2]1([C:7](=[O:9])[CH2:14][C:13]#[N:15])[CH2:6][CH2:5][CH2:4][O:3]1, predict the reactants needed to synthesize it. The reactants are: [CH3:1][C:2]1([C:7]([O:9]C)=O)[CH2:6][CH2:5][CH2:4][O:3]1.[H-].[Na+].[C:13](#[N:15])[CH3:14]. (2) Given the product [CH2:45]([O:22][CH2:18][C@@H:52]1[CH2:57][CH2:56][CH2:55][N:54]([CH2:58][C@@H:59]2[CH2:64][CH2:63][CH2:62][CH2:61][C@H:60]2[NH:65][C:10](=[O:12])[C:9]2[CH:13]=[CH:14][C:6]([N:1]3[CH2:2][CH2:3][CH2:4][CH2:5]3)=[N:7][CH:8]=2)[CH2:53]1)[CH3:47], predict the reactants needed to synthesize it. The reactants are: [N:1]1([C:6]2[CH:14]=[CH:13][C:9]([C:10]([OH:12])=O)=[CH:8][N:7]=2)[CH2:5][CH2:4][CH2:3][CH2:2]1.CN([C:18]([O:22]N1N=NC2C=CC=NC1=2)=[N+](C)C)C.F[P-](F)(F)(F)(F)F.C(N([CH:45]([CH3:47])C)CC)(C)C.Cl.C(O[C@@H:52]1[CH2:57][CH2:56][CH2:55][N:54]([CH2:58][C@@H:59]2[CH2:64][CH2:63][CH2:62][CH2:61][C@H:60]2[NH2:65])[CH2:53]1)C. (3) Given the product [CH:11]([N:14]1[C:1](=[O:10])[C:2]2[C:3](=[CH:5][CH:6]=[CH:7][CH:8]=2)[N:4]=[C:15]1[C:16]1[CH:21]=[CH:20][C:19]([O:22][CH2:23][CH2:32][CH2:31][N:30]2[CH2:35][CH2:34][CH2:28][CH2:27][CH2:26]2)=[CH:18][CH:17]=1)([CH3:13])[CH3:12], predict the reactants needed to synthesize it. The reactants are: [C:1]([OH:10])(=O)[C:2]1[C:3](=[CH:5][CH:6]=[CH:7][CH:8]=1)[NH2:4].[CH:11]([NH2:14])([CH3:13])[CH3:12].[CH:15](=O)[C:16]1[CH:21]=[CH:20][C:19]([O:22][CH3:23])=[CH:18][CH:17]=1.Cl[CH2:26][CH2:27][CH2:28]Br.[NH:30]1[CH2:35][CH2:34]C[CH2:32][CH2:31]1. (4) Given the product [CH3:25][C:24]1[CH:23]=[C:22]([CH3:26])[NH:21][C:20](=[O:27])[C:19]=1[CH2:18][NH:17][C:14]([C:5]1[C:6]2[CH:7]=[CH:8][N:9]([CH:11]([CH3:12])[CH3:13])[C:10]=2[C:2]([CH3:1])=[CH:3][CH:4]=1)=[O:16], predict the reactants needed to synthesize it. The reactants are: [CH3:1][C:2]1[C:10]2[N:9]([CH:11]([CH3:13])[CH3:12])[CH:8]=[CH:7][C:6]=2[C:5]([C:14]([OH:16])=O)=[CH:4][CH:3]=1.[NH2:17][CH2:18][C:19]1[C:20](=[O:27])[NH:21][C:22]([CH3:26])=[CH:23][C:24]=1[CH3:25].ON1C2N=CC=CC=2N=N1.C(Cl)CCl.CN1CCOCC1. (5) Given the product [N:36]([CH2:34][C:25]1[N:24]=[C:23]2[C:28]([NH:29][C:30](=[O:31])[N:22]2[C:3]2[CH:4]=[C:5]([O:10][CH2:11][C:12]3[C:17]([O:18][CH3:19])=[CH:16][CH:15]=[C:14]([F:20])[C:13]=3[F:21])[C:6]([O:8][CH3:9])=[CH:7][C:2]=2[Cl:1])=[C:27]([O:32][CH3:33])[N:26]=1)=[N+:37]=[N-:38], predict the reactants needed to synthesize it. The reactants are: [Cl:1][C:2]1[CH:7]=[C:6]([O:8][CH3:9])[C:5]([O:10][CH2:11][C:12]2[C:17]([O:18][CH3:19])=[CH:16][CH:15]=[C:14]([F:20])[C:13]=2[F:21])=[CH:4][C:3]=1[N:22]1[C:30](=[O:31])[NH:29][C:28]2[C:23]1=[N:24][C:25]([CH2:34]Cl)=[N:26][C:27]=2[O:32][CH3:33].[N-:36]=[N+:37]=[N-:38].[Na+].Cl.